This data is from Full USPTO retrosynthesis dataset with 1.9M reactions from patents (1976-2016). The task is: Predict the reactants needed to synthesize the given product. (1) The reactants are: [H-].[Na+].[CH2:3]([OH:7])[C:4]#[C:5][CH3:6].Cl[C:9]1[CH:14]=[C:13]([CH2:15][C:16]2[C:21]([F:22])=[CH:20][CH:19]=[CH:18][C:17]=2[Cl:23])[N:12]=[CH:11][N:10]=1.[Cl-].[NH4+]. Given the product [CH2:3]([O:7][C:9]1[CH:14]=[C:13]([CH2:15][C:16]2[C:21]([F:22])=[CH:20][CH:19]=[CH:18][C:17]=2[Cl:23])[N:12]=[CH:11][N:10]=1)[C:4]#[C:5][CH3:6], predict the reactants needed to synthesize it. (2) Given the product [F:1][C:2]1[CH:7]=[CH:6][C:5]([CH:8]([OH:16])[CH2:9][C:10]2[N:14]([CH3:15])[CH:13]=[N:12][CH:11]=2)=[CH:4][CH:3]=1, predict the reactants needed to synthesize it. The reactants are: [F:1][C:2]1[CH:7]=[CH:6][C:5]([C:8](=[O:16])[CH2:9][C:10]2[N:14]([CH3:15])[CH:13]=[N:12][CH:11]=2)=[CH:4][CH:3]=1.[BH4-].[Na+].